Dataset: Forward reaction prediction with 1.9M reactions from USPTO patents (1976-2016). Task: Predict the product of the given reaction. (1) Given the reactants [OH:1][C:2]1[CH:10]=[CH:9][C:5]([C:6]([OH:8])=O)=[CH:4][CH:3]=1.Cl.[CH3:12][NH:13][O:14][CH3:15].C(N(C(C)C)C(C)C)C.C(Cl)CCl, predict the reaction product. The product is: [OH:1][C:2]1[CH:3]=[CH:4][C:5]([C:6]([N:13]([O:14][CH3:15])[CH3:12])=[O:8])=[CH:9][CH:10]=1. (2) Given the reactants Br[CH:2]=[C:3]1[C:9]2[CH:10]=[CH:11][CH:12]=[CH:13][C:8]=2[CH2:7][CH2:6][C:5]2[CH:14]=[CH:15][CH:16]=[CH:17][C:4]1=2.[F:18][C:19]([F:30])([F:29])[C:20]1[CH:25]=[CH:24][CH:23]=[CH:22][C:21]=1B(O)O, predict the reaction product. The product is: [F:18][C:19]([F:30])([F:29])[C:20]1[CH:25]=[CH:24][CH:23]=[CH:22][C:21]=1[CH:2]=[C:3]1[C:9]2[CH:10]=[CH:11][CH:12]=[CH:13][C:8]=2[CH2:7][CH2:6][C:5]2[CH:14]=[CH:15][CH:16]=[CH:17][C:4]1=2. (3) Given the reactants CC(C)(C)C([NH:5][C:6]1[CH:11]=[CH:10][C:9]([C:12]([F:15])([F:14])[F:13])=[C:8]([N+:16]([O-:18])=[O:17])[CH:7]=1)=O.C([O-])(O)=O.[Na+], predict the reaction product. The product is: [N+:16]([C:8]1[CH:7]=[C:6]([CH:11]=[CH:10][C:9]=1[C:12]([F:13])([F:14])[F:15])[NH2:5])([O-:18])=[O:17]. (4) Given the reactants [CH2:1]([O:3][C:4](=[O:22])[C:5]1[C:10](O)=[CH:9][C:8]([C:12]2[CH:17]=[CH:16][CH:15]=[CH:14][C:13]=2[C:18]([F:21])([F:20])[F:19])=[N:7][CH:6]=1)[CH3:2].O=P(Cl)(Cl)[Cl:25], predict the reaction product. The product is: [CH2:1]([O:3][C:4](=[O:22])[C:5]1[C:10]([Cl:25])=[CH:9][C:8]([C:12]2[CH:17]=[CH:16][CH:15]=[CH:14][C:13]=2[C:18]([F:21])([F:20])[F:19])=[N:7][CH:6]=1)[CH3:2]. (5) Given the reactants I[C:2]1[CH:7]=[CH:6][C:5]([O:8][CH3:9])=[CH:4][C:3]=1[N+:10]([O-:12])=[O:11].[CH:13]1([NH2:16])[CH2:15][CH2:14]1.CC(OC1C=CC=C(OC(C)C)C=1C1C(P(C2CCCCC2)C2CCCCC2)=CC=CC=1)C, predict the reaction product. The product is: [CH:13]1([NH:16][C:2]2[CH:7]=[CH:6][C:5]([O:8][CH3:9])=[CH:4][C:3]=2[N+:10]([O-:12])=[O:11])[CH2:15][CH2:14]1. (6) Given the reactants [OH:1][C:2]1[CH:38]=[CH:37][C:5]([C:6]([N:8]([CH:34]([CH3:36])[CH3:35])[C:9]2[CH:14]=[C:13]([O:15][CH3:16])[CH:12]=[CH:11][C:10]=2[CH:17]2[CH2:26][CH2:25][C:24]3[CH:23]=[C:22]([O:27]C(=O)C(C)(C)C)[CH:21]=[CH:20][C:19]=3[CH2:18]2)=O)=[CH:4][CH:3]=1.Cl[CH2:40][C:41]([NH:43][CH2:44][CH3:45])=O, predict the reaction product. The product is: [CH2:41]([NH:43][CH2:44][CH2:45][O:1][C:2]1[CH:38]=[CH:37][C:5]([CH2:6][N:8]([CH:34]([CH3:36])[CH3:35])[C:9]2[CH:14]=[C:13]([O:15][CH3:16])[CH:12]=[CH:11][C:10]=2[CH:17]2[CH2:26][CH2:25][C:24]3[CH:23]=[C:22]([OH:27])[CH:21]=[CH:20][C:19]=3[CH2:18]2)=[CH:4][CH:3]=1)[CH3:40]. (7) Given the reactants [O:1]1[CH2:3][CH:2]1[C:4]1[N:9]=[CH:8][C:7]([C:10]#[N:11])=[CH:6][CH:5]=1.[OH:12][C@H:13]([C:21]1[CH:30]=[CH:29][C:24]2[C:25](=[O:28])[O:26][CH2:27][C:23]=2[C:22]=1[CH3:31])[CH2:14][N:15]1[CH2:20][CH2:19][NH:18][CH2:17][CH2:16]1, predict the reaction product. The product is: [OH:1][CH:2]([C:4]1[N:9]=[CH:8][C:7]([C:10]#[N:11])=[CH:6][CH:5]=1)[CH2:3][N:18]1[CH2:19][CH2:20][N:15]([CH2:14][C@H:13]([OH:12])[C:21]2[CH:30]=[CH:29][C:24]3[C:25](=[O:28])[O:26][CH2:27][C:23]=3[C:22]=2[CH3:31])[CH2:16][CH2:17]1.